From a dataset of Full USPTO retrosynthesis dataset with 1.9M reactions from patents (1976-2016). Predict the reactants needed to synthesize the given product. (1) Given the product [Br:13][C:11]1[C:5]2[O:4][C@@H:3]([CH2:2][Br:1])[CH2:7][C:6]=2[CH:8]=[C:9]([F:12])[CH:10]=1, predict the reactants needed to synthesize it. The reactants are: [Br:1][CH2:2][CH:3]1[CH2:7][C:6]2[CH:8]=[C:9]([F:12])[CH:10]=[CH:11][C:5]=2[O:4]1.[Br:13]Br. (2) Given the product [NH2:2][CH2:1][CH2:3][CH2:4][N:5]([CH2:10][CH2:11][CH2:12][CH2:13][CH2:14][CH3:15])[CH2:6][CH2:7][CH2:8][NH2:9], predict the reactants needed to synthesize it. The reactants are: [C:1]([CH2:3][CH2:4][N:5]([CH2:10][CH2:11][CH2:12][CH2:13][CH2:14][CH3:15])[CH2:6][CH2:7][C:8]#[N:9])#[N:2].[H][H]. (3) Given the product [C:32]([C:29]1[CH:28]=[CH:27][C:26]([C:25]([NH:24][C@@H:7]([CH2:8][C:9]2[CH:14]=[CH:13][C:12]([C:15]3[N:20]=[CH:19][C:18]([C:21]([NH:51][NH:50][C:42](=[O:49])[CH2:43][CH2:44][CH2:45][CH2:46][CH2:47][CH3:48])=[O:23])=[CH:17][N:16]=3)=[CH:11][CH:10]=2)[C:6]([O:5][C:1]([CH3:2])([CH3:3])[CH3:4])=[O:37])=[O:36])=[CH:31][CH:30]=1)([CH3:34])([CH3:33])[CH3:35], predict the reactants needed to synthesize it. The reactants are: [C:1]([O:5][C:6](=[O:37])[C@@H:7]([NH:24][C:25](=[O:36])[C:26]1[CH:31]=[CH:30][C:29]([C:32]([CH3:35])([CH3:34])[CH3:33])=[CH:28][CH:27]=1)[CH2:8][C:9]1[CH:14]=[CH:13][C:12]([C:15]2[N:20]=[CH:19][C:18]([C:21]([OH:23])=O)=[CH:17][N:16]=2)=[CH:11][CH:10]=1)([CH3:4])([CH3:3])[CH3:2].C(Cl)CCl.[C:42]([NH:50][NH2:51])(=[O:49])[CH2:43][CH2:44][CH2:45][CH2:46][CH2:47][CH3:48]. (4) Given the product [C:31]([Si:28]([CH3:29])([CH3:30])[O:27][C:23]1[CH:22]=[C:21]([CH2:20][C@H:19]([NH:35][C:36](=[O:49])[C@@H:37]([NH:41][C:42](=[O:43])[CH2:57][CH2:56][CH:55]=[CH2:54])[CH:38]([CH3:40])[CH3:39])[C:18]([N:14]2[CH2:15][CH2:16][CH2:17][C@@H:12]([C:10]([OH:9])=[O:11])[NH:13]2)=[O:50])[CH:26]=[CH:25][CH:24]=1)([CH3:33])([CH3:34])[CH3:32], predict the reactants needed to synthesize it. The reactants are: C([O-])(=O)C.[NH4+].ClC(Cl)(Cl)C[O:9][C:10]([C@@H:12]1[CH2:17][CH2:16][CH2:15][N:14]([C:18](=[O:50])[C@@H:19]([NH:35][C:36](=[O:49])[C@@H:37]([NH:41][C:42](OC(C)(C)C)=[O:43])[CH:38]([CH3:40])[CH3:39])[CH2:20][C:21]2[CH:26]=[CH:25][CH:24]=[C:23]([O:27][Si:28]([C:31]([CH3:34])([CH3:33])[CH3:32])([CH3:30])[CH3:29])[CH:22]=2)[NH:13]1)=[O:11].O1[CH2:57][CH2:56][CH2:55][CH2:54]1.